This data is from Reaction yield outcomes from USPTO patents with 853,638 reactions. The task is: Predict the reaction yield, written as a fraction of the theoretical maximum amount of product (1.0 means a 100% yield; for example, 0.34 means a 34% yield). (1) The reactants are [N:1]1([CH2:7][C:8]2[CH:13]=[CH:12][C:11]([C:14]#[C:15][C:16]3[CH:23]=[CH:22][C:19]([C:20]#N)=[CH:18][CH:17]=3)=[CH:10][CH:9]=2)[CH2:6][CH2:5][O:4][CH2:3][CH2:2]1.[Li+].[OH-:25].[OH2:26]. The catalyst is O1CCOCC1. The product is [N:1]1([CH2:7][C:8]2[CH:13]=[CH:12][C:11]([C:14]#[C:15][C:16]3[CH:23]=[CH:22][C:19]([C:20]([OH:26])=[O:25])=[CH:18][CH:17]=3)=[CH:10][CH:9]=2)[CH2:6][CH2:5][O:4][CH2:3][CH2:2]1. The yield is 0.710. (2) The reactants are [N:1]1[CH:6]=[CH:5][CH:4]=[C:3]([CH2:7][NH:8][C:9]2[CH:14]=[C:13]([NH:15][C:16]3[CH:21]=[CH:20][C:19]([N:22]4[CH2:27][CH2:26][N:25](C(=O)C(F)(F)F)[CH2:24][CH2:23]4)=[CH:18][CH:17]=3)[N:12]=[CH:11][C:10]=2[CH2:34][C:35]([NH2:37])=[O:36])[CH:2]=1. The catalyst is CO.[OH-].[Na+].O. The product is [N:22]1([C:19]2[CH:18]=[CH:17][C:16]([NH:15][C:13]3[N:12]=[CH:11][C:10]([CH2:34][C:35]([NH2:37])=[O:36])=[C:9]([NH:8][CH2:7][C:3]4[CH:2]=[N:1][CH:6]=[CH:5][CH:4]=4)[CH:14]=3)=[CH:21][CH:20]=2)[CH2:23][CH2:24][NH:25][CH2:26][CH2:27]1. The yield is 0.960. (3) The reactants are [CH3:1][O:2][C:3]1[CH:4]=[CH:5][C:6]2[O:10][C:9]([C:11]([OH:13])=O)=[CH:8][C:7]=2[CH:14]=1.[CH3:15][CH:16]([CH3:22])[CH2:17][CH:18]([NH2:21])[CH2:19][CH3:20]. No catalyst specified. The product is [CH3:1][O:2][C:3]1[CH:4]=[CH:5][C:6]2[O:10][C:9]([C:11]([NH:21][CH:18]([CH2:17][CH:16]([CH3:22])[CH3:15])[CH2:19][CH3:20])=[O:13])=[CH:8][C:7]=2[CH:14]=1. The yield is 0.670. (4) The reactants are [Br:1][C:2]1[C:14](=[O:15])[N:13]([CH:16]2[CH2:20][CH2:19][CH2:18][CH2:17]2)[C:5]2[N:6]=[C:7](S(C)=O)[N:8]=[CH:9][C:4]=2[C:3]=1[CH3:21].[C:22]([O:26][C:27]([N:29]1[CH2:34][CH2:33][N:32]([C:35]2[CH:36]=[N:37][C:38]([NH2:41])=[CH:39][CH:40]=2)[CH2:31][CH2:30]1)=[O:28])([CH3:25])([CH3:24])[CH3:23].CO.C(Cl)Cl. The yield is 0.380. The catalyst is C1(C)C=CC=CC=1. The product is [C:22]([O:26][C:27]([N:29]1[CH2:34][CH2:33][N:32]([C:35]2[CH:36]=[N:37][C:38]([NH:41][C:7]3[N:8]=[CH:9][C:4]4[C:3]([CH3:21])=[C:2]([Br:1])[C:14](=[O:15])[N:13]([CH:16]5[CH2:20][CH2:19][CH2:18][CH2:17]5)[C:5]=4[N:6]=3)=[CH:39][CH:40]=2)[CH2:31][CH2:30]1)=[O:28])([CH3:25])([CH3:23])[CH3:24]. (5) The reactants are [OH-].[Na+:2].[F:3][CH:4]([F:43])[O:5][C:6]1[CH:11]=[CH:10][CH:9]=[CH:8][C:7]=1[CH2:12][C:13]1[N:17]2[CH:18]=[C:19]([C:23]3[CH:24]=[N:25][C:26]([N:29]4[CH2:34][CH2:33][C:32]([CH2:40][OH:41])([C:35]([O:37]CC)=[O:36])[CH2:31][CH2:30]4)=[N:27][CH:28]=3)[C:20]([F:22])=[CH:21][C:16]2=[N:15][C:14]=1[CH3:42]. The yield is 0.300. The catalyst is C1COCC1.CO.O. The product is [F:43][CH:4]([F:3])[O:5][C:6]1[CH:11]=[CH:10][CH:9]=[CH:8][C:7]=1[CH2:12][C:13]1[N:17]2[CH:18]=[C:19]([C:23]3[CH:24]=[N:25][C:26]([N:29]4[CH2:30][CH2:31][C:32]([CH2:40][OH:41])([C:35]([O-:37])=[O:36])[CH2:33][CH2:34]4)=[N:27][CH:28]=3)[C:20]([F:22])=[CH:21][C:16]2=[N:15][C:14]=1[CH3:42].[Na+:2]. (6) The reactants are [H-].[Al+3].[Li+].[H-].[H-].[H-].[CH2:7]([O:14][C:15]1[CH:19]=[C:18]([C:20](OC)=[O:21])[N:17]([CH:24]([CH3:26])[CH3:25])[N:16]=1)[C:8]1[CH:13]=[CH:12][CH:11]=[CH:10][CH:9]=1.CC(C)=O. The catalyst is O1CCCC1.[Cl-].[Na+].O. The product is [CH2:7]([O:14][C:15]1[CH:19]=[C:18]([CH2:20][OH:21])[N:17]([CH:24]([CH3:26])[CH3:25])[N:16]=1)[C:8]1[CH:9]=[CH:10][CH:11]=[CH:12][CH:13]=1. The yield is 0.400. (7) The reactants are [Br:1][C:2]1[CH:23]=[CH:22][C:5]([CH2:6][C:7]2([C:17](OCC)=[O:18])[CH2:12][CH2:11][CH:10]([C:13]([F:16])([F:15])[F:14])[CH2:9][CH2:8]2)=[C:4](I)[CH:3]=1.C([Mg]Cl)(C)C.[Cl-].[Li+]. The catalyst is C1COCC1. The product is [Br:1][C:2]1[CH:23]=[C:22]2[C:5]([CH2:6][C:7]3([CH2:12][CH2:11][CH:10]([C:13]([F:15])([F:14])[F:16])[CH2:9][CH2:8]3)[C:17]2=[O:18])=[CH:4][CH:3]=1. The yield is 0.520.